This data is from Reaction yield outcomes from USPTO patents with 853,638 reactions. The task is: Predict the reaction yield, written as a fraction of the theoretical maximum amount of product (1.0 means a 100% yield; for example, 0.34 means a 34% yield). The reactants are [CH3:1][C:2]1[CH:6]=[C:5]([NH2:7])[NH:4][N:3]=1.CC1C=CC(S(O)(=O)=O)=CC=1.[Br:19][CH:20]([CH:23]=O)[CH:21]=O. The catalyst is CCO. The product is [Br:19][C:20]1[CH:21]=[N:7][C:5]2[N:4]([N:3]=[C:2]([CH3:1])[CH:6]=2)[CH:23]=1. The yield is 0.300.